From a dataset of Forward reaction prediction with 1.9M reactions from USPTO patents (1976-2016). Predict the product of the given reaction. (1) Given the reactants COC1C=C2C[CH:13]([CH2:15][CH:16]3[CH2:21][CH2:20][N:19](CC4C=CC=CC=4)[CH2:18][CH2:17]3)[C:11](=[O:12])C2=CC=1OC.C(O)(=O)CC(O)=[O:32], predict the reaction product. The product is: [N:19]1[CH:20]=[CH:21][C:16]([CH:15]=[CH:13][C:11]([OH:12])=[O:32])=[CH:17][CH:18]=1. (2) Given the reactants [CH2:1]([N:7]1[C:15]2[C:10](=[CH:11][CH:12]=[CH:13][CH:14]=2)[C:9]([CH2:26][C:27]([O-:29])=[O:28])([C:16]2[C:24](O)=[CH:23][C:19]3[O:20][CH2:21][O:22][C:18]=3[CH:17]=2)[C:8]1=[O:30])[CH2:2][CH2:3][CH2:4][CH2:5][CH3:6].[OH-].[Li+], predict the reaction product. The product is: [CH2:1]([N:7]1[C:15]2[C:10](=[CH:11][CH:12]=[CH:13][CH:14]=2)[C:9]2([C:16]3[CH:17]=[C:18]4[O:22][CH2:21][O:20][C:19]4=[CH:23][C:24]=3[O:29][C:27](=[O:28])[CH2:26]2)[C:8]1=[O:30])[CH2:2][CH2:3][CH2:4][CH2:5][CH3:6]. (3) The product is: [NH2:7][CH:8]1[CH2:9][CH2:10][N:11]([C:14]([N:16]2[C@@:20]([C:22]3[CH:27]=[CH:26][C:25]([Cl:28])=[CH:24][CH:23]=3)([CH3:21])[C@@:19]([C:30]3[CH:35]=[CH:34][C:33]([Cl:36])=[CH:32][CH:31]=3)([CH3:29])[N:18]=[C:17]2[C:37]2[CH:38]=[N:39][C:40]([C:46]([CH3:47])([CH3:49])[CH3:48])=[CH:41][C:42]=2[O:43][CH2:44][CH3:45])=[O:15])[CH2:12][CH2:13]1. Given the reactants C(OC(=O)[NH:7][CH:8]1[CH2:13][CH2:12][N:11]([C:14]([N:16]2[C@@:20]([C:22]3[CH:27]=[CH:26][C:25]([Cl:28])=[CH:24][CH:23]=3)([CH3:21])[C@@:19]([C:30]3[CH:35]=[CH:34][C:33]([Cl:36])=[CH:32][CH:31]=3)([CH3:29])[N:18]=[C:17]2[C:37]2[CH:38]=[N:39][C:40]([C:46]([CH3:49])([CH3:48])[CH3:47])=[CH:41][C:42]=2[O:43][CH2:44][CH3:45])=[O:15])[CH2:10][CH2:9]1)(C)(C)C.FC(F)(F)C(O)=O, predict the reaction product. (4) Given the reactants [CH:1]1[C:9]2[C:8]3[CH:10]=[CH:11][CH:12]=[CH:13][C:7]=3[O:6][C:5]=2[C:4]([C:14]2[CH:15]=[C:16]([NH:29][C:30]3[CH:35]=[CH:34][CH:33]=[CH:32][CH:31]=3)[C:17]([NH:20][C:21]3[CH:26]=[C:25]([CH3:27])[CH:24]=[C:23]([CH3:28])[CH:22]=3)=[CH:18][CH:19]=2)=[CH:3][CH:2]=1.[Cl-].[Cl:37][CH:38]=[N+](C)C, predict the reaction product. The product is: [Cl-:37].[CH:1]1[C:9]2[C:8]3[CH:10]=[CH:11][CH:12]=[CH:13][C:7]=3[O:6][C:5]=2[C:4]([C:14]2[CH:19]=[CH:18][C:17]3[N:20]([C:21]4[CH:22]=[C:23]([CH3:28])[CH:24]=[C:25]([CH3:27])[CH:26]=4)[CH:38]=[N+:29]([C:30]4[CH:35]=[CH:34][CH:33]=[CH:32][CH:31]=4)[C:16]=3[CH:15]=2)=[CH:3][CH:2]=1. (5) Given the reactants O[C:2]1([C:23]2[S:24][CH:25]=[CH:26][CH:27]=2)[C:6]2[CH:7]=[C:8]([NH:13][C:14](=[O:20])[CH2:15][C:16]([CH3:19])([CH3:18])[CH3:17])[C:9]([CH3:12])=[C:10]([CH3:11])[C:5]=2[O:4][C:3]1([CH3:22])[CH3:21], predict the reaction product. The product is: [CH3:21][C:3]1([CH3:22])[CH:2]([C:23]2[S:24][CH:25]=[CH:26][CH:27]=2)[C:6]2[CH:7]=[C:8]([NH:13][C:14](=[O:20])[CH2:15][C:16]([CH3:19])([CH3:18])[CH3:17])[C:9]([CH3:12])=[C:10]([CH3:11])[C:5]=2[O:4]1. (6) Given the reactants [CH3:1][C:2]1[C:8]([CH3:9])=[CH:7][CH:6]=[CH:5][C:3]=1[NH2:4].CC(C)N=C=NC(C)C.[C:19]([O:23][C:24]([N:26]1[CH2:39][CH2:38][C:37]2[C:36]3[C:35]([Cl:40])=[C:34]([Cl:41])[CH:33]=[CH:32][C:31]=3[N:30]([CH2:42][C:43](O)=[O:44])[C:29]=2[CH2:28][CH2:27]1)=[O:25])([CH3:22])([CH3:21])[CH3:20], predict the reaction product. The product is: [Cl:41][C:34]1[CH:33]=[CH:32][C:31]2[N:30]([CH2:42][C:43]([NH:4][C:3]3[CH:5]=[CH:6][CH:7]=[C:8]([CH3:9])[C:2]=3[CH3:1])=[O:44])[C:29]3[CH2:28][CH2:27][N:26]([C:24]([O:23][C:19]([CH3:21])([CH3:20])[CH3:22])=[O:25])[CH2:39][CH2:38][C:37]=3[C:36]=2[C:35]=1[Cl:40].